This data is from Catalyst prediction with 721,799 reactions and 888 catalyst types from USPTO. The task is: Predict which catalyst facilitates the given reaction. (1) Reactant: [CH3:1][O:2][C:3]([C:5]1([CH3:10])[CH2:9][CH2:8][NH:7][CH2:6]1)=[O:4].[O:11]([C:18]1[CH:19]=[C:20]([CH:23]=[CH:24][CH:25]=1)[CH:21]=O)[C:12]1[CH:17]=[CH:16][CH:15]=[CH:14][CH:13]=1.C(O)(=O)C.C([BH3-])#N.[Na+]. Product: [CH3:1][O:2][C:3]([C:5]1([CH3:10])[CH2:9][CH2:8][N:7]([CH2:21][C:20]2[CH:23]=[CH:24][CH:25]=[C:18]([O:11][C:12]3[CH:17]=[CH:16][CH:15]=[CH:14][CH:13]=3)[CH:19]=2)[CH2:6]1)=[O:4]. The catalyst class is: 5. (2) Reactant: Br[C:2]1[CH:14]=[CH:13][CH:12]=[CH:11][C:3]=1[NH:4][C:5](=[O:10])[C:6]([F:9])([F:8])[F:7].C([Li])(C)(C)C.[CH3:20][O:21][C:22]1[C:27]([CH2:28][N:29]2[CH2:34][CH2:33][CH:32]([CH2:35][C:36](=[O:42])C3SC=CC=3)[CH2:31][CH2:30]2)=[CH:26][CH:25]=[CH:24][N:23]=1.O. Product: [CH3:20][O:21][C:22]1[C:27]([CH2:28][N:29]2[CH2:30][CH2:31][CH:32]([CH2:35][C:36](=[O:42])[C:2]3[CH:14]=[CH:13][CH:12]=[CH:11][C:3]=3[NH:4][C:5](=[O:10])[C:6]([F:9])([F:8])[F:7])[CH2:33][CH2:34]2)=[CH:26][CH:25]=[CH:24][N:23]=1. The catalyst class is: 305.